This data is from Full USPTO retrosynthesis dataset with 1.9M reactions from patents (1976-2016). The task is: Predict the reactants needed to synthesize the given product. (1) Given the product [CH2:1]([O:8][C:9]1[CH:14]=[CH:13][C:12]([CH:15]=[C:16]([O:21][CH3:22])[C:17]([O-:19])=[O:18])=[CH:11][CH:10]=1)[C:2]1[CH:3]=[CH:4][CH:5]=[CH:6][CH:7]=1.[Na+:24], predict the reactants needed to synthesize it. The reactants are: [CH2:1]([O:8][C:9]1[CH:14]=[CH:13][C:12]([CH:15]=[C:16]([O:21][CH3:22])[C:17]([O:19]C)=[O:18])=[CH:11][CH:10]=1)[C:2]1[CH:7]=[CH:6][CH:5]=[CH:4][CH:3]=1.[OH-].[Na+:24]. (2) Given the product [O:16]1[CH:15]=[CH:14][CH:13]=[C:12]1[C:18]1[CH:23]=[CH:22][N:21]=[C:20]([C:24]([F:27])([F:26])[F:25])[CH:19]=1, predict the reactants needed to synthesize it. The reactants are: B1([C:12]2[O:16][CH:15]=[CH:14][CH:13]=2)OC(=O)CN(C)CC(=O)O1.I[C:18]1[CH:23]=[CH:22][N:21]=[C:20]([C:24]([F:27])([F:26])[F:25])[CH:19]=1.P([O-])([O-])([O-])=O.[K+].[K+].[K+].C1(P(C2CCCCC2)C2C=CC=CC=2C2C(OC)=CC=CC=2OC)CCCCC1. (3) Given the product [CH3:69][O:68][C:64]1[CH:63]=[C:60]([CH:59]=[C:58]([O:57][CH3:56])[C:65]=1[O:66][CH3:67])[CH2:61][NH:62][C:21]([CH:17]1[CH2:18][CH2:19][CH2:20][CH:15]([N:8]2[C:9]3[C:14](=[CH:13][CH:12]=[N:11][CH:10]=3)[C:5]3=[N:4][O:3][C:2]([CH3:1])=[C:6]3[C:7]2=[O:24])[CH2:16]1)=[O:23], predict the reactants needed to synthesize it. The reactants are: [CH3:1][C:2]1[O:3][N:4]=[C:5]2[C:14]3[C:9](=[CH:10][N:11]=[CH:12][CH:13]=3)[N:8]([CH:15]3[CH2:20][CH2:19][CH2:18][CH:17]([C:21]([OH:23])=O)[CH2:16]3)[C:7](=[O:24])[C:6]=12.Cl.CN(C)CCCN=C=NCC.ON1C2N=CC=CC=2N=N1.C(N(CC)C(C)C)(C)C.[CH3:56][O:57][C:58]1[CH:59]=[C:60]([CH:63]=[C:64]([O:68][CH3:69])[C:65]=1[O:66][CH3:67])[CH2:61][NH2:62]. (4) Given the product [ClH:38].[Br:35][C:32]1[CH:33]=[CH:34][C:29]([CH2:28][CH2:27][N:13]([CH2:12][C:11]2[CH:36]=[CH:37][C:8]([S:5]([NH:4][C:1](=[O:3])[CH3:2])(=[O:7])=[O:6])=[CH:9][CH:10]=2)[CH:14]2[CH2:19][CH2:18][NH:17][CH2:16][CH2:15]2)=[CH:30][CH:31]=1, predict the reactants needed to synthesize it. The reactants are: [C:1]([NH:4][S:5]([C:8]1[CH:37]=[CH:36][C:11]([CH2:12][N:13]([CH2:27][CH2:28][C:29]2[CH:34]=[CH:33][C:32]([Br:35])=[CH:31][CH:30]=2)[CH:14]2[CH2:19][CH2:18][N:17](C(OC(C)(C)C)=O)[CH2:16][CH2:15]2)=[CH:10][CH:9]=1)(=[O:7])=[O:6])(=[O:3])[CH3:2].[ClH:38]. (5) Given the product [Br:24][CH2:21][C:20](=[CH2:23])[CH2:19][O:18][Si:1]([C:14]([CH3:17])([CH3:16])[CH3:15])([C:8]1[CH:13]=[CH:12][CH:11]=[CH:10][CH:9]=1)[C:2]1[CH:7]=[CH:6][CH:5]=[CH:4][CH:3]=1, predict the reactants needed to synthesize it. The reactants are: [Si:1]([O:18][CH2:19][C:20](=[CH2:23])[CH2:21]O)([C:14]([CH3:17])([CH3:16])[CH3:15])([C:8]1[CH:13]=[CH:12][CH:11]=[CH:10][CH:9]=1)[C:2]1[CH:7]=[CH:6][CH:5]=[CH:4][CH:3]=1.[Br-:24].[Br-].C1(P(C2C=CC=CC=2)C2C=CC=CC=2)C=CC=CC=1.